Dataset: Forward reaction prediction with 1.9M reactions from USPTO patents (1976-2016). Task: Predict the product of the given reaction. (1) Given the reactants [OH:1][C:2]1[C:3](=[O:33])[CH:4]=[C:5]([NH:22][CH2:23][CH2:24][CH2:25][C:26]([O:28][C:29]([CH3:32])([CH3:31])[CH3:30])=[O:27])[C:6](=[O:21])[C:7]=1[CH2:8][CH2:9][CH2:10][CH2:11][CH2:12][CH2:13][CH2:14][CH2:15][CH2:16][CH2:17][CH2:18][CH2:19][CH3:20].[C:34](=O)([O-])[O-].[K+].[K+].S(OC)(OC)(=O)=O, predict the reaction product. The product is: [CH3:34][O:1][C:2]1[C:3](=[O:33])[CH:4]=[C:5]([NH:22][CH2:23][CH2:24][CH2:25][C:26]([O:28][C:29]([CH3:32])([CH3:31])[CH3:30])=[O:27])[C:6](=[O:21])[C:7]=1[CH2:8][CH2:9][CH2:10][CH2:11][CH2:12][CH2:13][CH2:14][CH2:15][CH2:16][CH2:17][CH2:18][CH2:19][CH3:20]. (2) Given the reactants [H-].[Na+].[NH:3]1[C:11]2[C:6](=[CH:7][CH:8]=[CH:9][CH:10]=2)[CH:5]=[N:4]1.[Cl:12][C:13]1[CH:18]=[CH:17][C:16]([N:19]([C:26]2[CH:31]=[N:30][CH:29]=[C:28](Cl)[N:27]=2)C(=O)C(C)(C)C)=[CH:15][CH:14]=1, predict the reaction product. The product is: [Cl:12][C:13]1[CH:14]=[CH:15][C:16]([NH:19][C:26]2[CH:31]=[N:30][CH:29]=[C:28]([N:4]3[CH:5]=[C:6]4[C:11]([CH:10]=[CH:9][CH:8]=[CH:7]4)=[N:3]3)[N:27]=2)=[CH:17][CH:18]=1.[Cl:12][C:13]1[CH:14]=[CH:15][C:16]([NH:19][C:26]2[CH:31]=[N:30][CH:29]=[C:28]([N:3]3[C:11]4[C:6](=[CH:7][CH:8]=[CH:9][CH:10]=4)[CH:5]=[N:4]3)[N:27]=2)=[CH:17][CH:18]=1. (3) Given the reactants [Cl:1][C:2]1[N:3]=[C:4]2[CH:9]=[CH:8][CH:7]=[CH:6][N:5]2[CH:10]=1.Cl[C:12]1[N:17]=[C:16]([CH3:18])[N:15]=[C:14]([N:19]([CH2:29][C:30]2[CH:35]=[CH:34][C:33]([O:36][CH3:37])=[CH:32][CH:31]=2)[CH2:20][C:21]2[CH:26]=[CH:25][C:24]([O:27][CH3:28])=[CH:23][CH:22]=2)[N:13]=1.C(=O)([O-])[O-].[K+].[K+].C1(P(C2C=CC=CC=2)C2C=CC=CC=2)C=CC=CC=1, predict the reaction product. The product is: [Cl:1][C:2]1[N:3]=[C:4]2[CH:9]=[CH:8][CH:7]=[CH:6][N:5]2[C:10]=1[C:12]1[N:17]=[C:16]([CH3:18])[N:15]=[C:14]([N:19]([CH2:20][C:21]2[CH:22]=[CH:23][C:24]([O:27][CH3:28])=[CH:25][CH:26]=2)[CH2:29][C:30]2[CH:31]=[CH:32][C:33]([O:36][CH3:37])=[CH:34][CH:35]=2)[N:13]=1. (4) The product is: [NH2:1][C:2]1[C:7]2[C:8]([C:11]3[CH:16]=[CH:15][C:14]([NH:17][C:18]([C:20]4[N:21]([CH3:29])[C:22]5[C:27]([CH:28]=4)=[CH:26][CH:25]=[CH:24][CH:23]=5)=[O:19])=[C:13]([O:30][CH3:31])[CH:12]=3)=[CH:9][S:10][C:6]=2[C:5]([C:41]2[CH:45]=[CH:44][S:43][C:42]=2[CH:46]=[O:47])=[CH:4][N:3]=1. Given the reactants [NH2:1][C:2]1[C:7]2[C:8]([C:11]3[CH:16]=[CH:15][C:14]([NH:17][C:18]([C:20]4[N:21]([CH3:29])[C:22]5[C:27]([CH:28]=4)=[CH:26][CH:25]=[CH:24][CH:23]=5)=[O:19])=[C:13]([O:30][CH3:31])[CH:12]=3)=[CH:9][S:10][C:6]=2[C:5](I)=[CH:4][N:3]=1.CC1(C)C(C)(C)OB([C:41]2[CH:45]=[CH:44][S:43][C:42]=2[CH:46]=[O:47])O1, predict the reaction product. (5) Given the reactants [NH2:1][C:2]1[CH:3]=[C:4]([F:11])[C:5]([F:10])=[C:6]([CH2:8]O)[CH:7]=1.S(Cl)([Cl:14])=O.C(=O)(O)[O-].[Na+], predict the reaction product. The product is: [Cl:14][CH2:8][C:6]1[CH:7]=[C:2]([CH:3]=[C:4]([F:11])[C:5]=1[F:10])[NH2:1].